Dataset: Reaction yield outcomes from USPTO patents with 853,638 reactions. Task: Predict the reaction yield, written as a fraction of the theoretical maximum amount of product (1.0 means a 100% yield; for example, 0.34 means a 34% yield). (1) The catalyst is C1COCC1. The product is [CH3:27][O:26][C:24](=[O:25])[C:23]1[CH:28]=[CH:29][C:20]([CH2:19][CH:2]2[CH2:3][CH2:4][CH2:5][CH2:6][CH2:7][CH2:8][C:1]2=[O:9])=[CH:21][CH:22]=1. The yield is 0.800. The reactants are [C:1]1(=[O:9])[CH2:8][CH2:7][CH2:6][CH2:5][CH2:4][CH2:3][CH2:2]1.[Li+].CC([N-]C(C)C)C.Br[CH2:19][C:20]1[CH:29]=[CH:28][C:23]([C:24]([O:26][CH3:27])=[O:25])=[CH:22][CH:21]=1. (2) The reactants are C([O:8][C:9]1[C:10]([F:22])=[C:11]([CH2:18][C:19](=[O:21])[CH3:20])[C:12]([N+:15]([O-:17])=[O:16])=[CH:13][CH:14]=1)C1C=CC=CC=1.[Cl-].[NH+]1C=CC=CC=1. The catalyst is Cl.C(OCC)(=O)C. The product is [F:22][C:10]1[C:9]([OH:8])=[CH:14][CH:13]=[C:12]([N+:15]([O-:17])=[O:16])[C:11]=1[CH2:18][C:19](=[O:21])[CH3:20]. The yield is 0.810. (3) The reactants are [NH2:1][C:2]([C:5]1[CH:6]=[CH:7][C:8]([NH:11][C:12]2[C:17](=[O:18])[N:16]([CH3:19])[CH:15]=[C:14]([C:20]3[CH:30]=[CH:29][CH:28]=[C:27]([N:31]4[N:40]=[CH:39][C:38]5[C:33](=[C:34]([F:45])[CH:35]=[C:36]([C:41]([CH3:44])([CH3:43])[CH3:42])[CH:37]=5)[C:32]4=[O:46])[C:21]=3[CH2:22][O:23]C(=O)C)[CH:13]=2)=[N:9][CH:10]=1)([CH3:4])[CH3:3].O.[OH-].[Li+].CO. The catalyst is O1CCOCC1. The product is [NH2:1][C:2]([C:5]1[CH:6]=[CH:7][C:8]([NH:11][C:12]2[C:17](=[O:18])[N:16]([CH3:19])[CH:15]=[C:14]([C:20]3[C:21]([CH2:22][OH:23])=[C:27]([N:31]4[N:40]=[CH:39][C:38]5[C:33](=[C:34]([F:45])[CH:35]=[C:36]([C:41]([CH3:42])([CH3:43])[CH3:44])[CH:37]=5)[C:32]4=[O:46])[CH:28]=[CH:29][CH:30]=3)[CH:13]=2)=[N:9][CH:10]=1)([CH3:4])[CH3:3]. The yield is 0.680.